Dataset: Peptide-MHC class I binding affinity with 185,985 pairs from IEDB/IMGT. Task: Regression. Given a peptide amino acid sequence and an MHC pseudo amino acid sequence, predict their binding affinity value. This is MHC class I binding data. (1) The peptide sequence is VLDMGDPVK. The MHC is HLA-A02:03 with pseudo-sequence HLA-A02:03. The binding affinity (normalized) is 0.0847. (2) The peptide sequence is SSFQDILLR. The MHC is HLA-A31:01 with pseudo-sequence HLA-A31:01. The binding affinity (normalized) is 0.470. (3) The peptide sequence is SLFNTAATL. The MHC is HLA-A02:01 with pseudo-sequence HLA-A02:01. The binding affinity (normalized) is 0.277. (4) The peptide sequence is YRHDGGNVL. The MHC is Mamu-A07 with pseudo-sequence Mamu-A07. The binding affinity (normalized) is 0.594. (5) The peptide sequence is ATPYDINQML. The MHC is HLA-A02:01 with pseudo-sequence HLA-A02:01. The binding affinity (normalized) is 0.126. (6) The peptide sequence is KELENEYYF. The MHC is HLA-A30:01 with pseudo-sequence HLA-A30:01. The binding affinity (normalized) is 0.0847. (7) The peptide sequence is YPPPRYITV. The MHC is HLA-B15:01 with pseudo-sequence HLA-B15:01. The binding affinity (normalized) is 0.0847. (8) The peptide sequence is AIYVFCISLK. The MHC is HLA-A11:01 with pseudo-sequence HLA-A11:01. The binding affinity (normalized) is 0.428.